Dataset: Reaction yield outcomes from USPTO patents with 853,638 reactions. Task: Predict the reaction yield, written as a fraction of the theoretical maximum amount of product (1.0 means a 100% yield; for example, 0.34 means a 34% yield). (1) The reactants are [CH2:1]([NH:9][C:10](=[O:14])[O:11][CH2:12][CH3:13])[CH2:2][C:3]1[CH:8]=[CH:7][CH:6]=[CH:5][CH:4]=1.[N:15]12CC[CH:18]([CH2:19][CH2:20]1)[C@@H:17](O)[CH2:16]2.C[O-].[Na+]. The catalyst is CN(C=O)C.C1(C)C=CC=CC=1.CO. The product is [N:15]12[CH2:20][CH2:19][CH:18]([CH2:17][CH2:16]1)[C@@H:12]([O:11][C:10](=[O:14])[NH:9][CH2:1][CH2:2][C:3]1[CH:8]=[CH:7][CH:6]=[CH:5][CH:4]=1)[CH2:13]2. The yield is 0.400. (2) The reactants are N#N.[C:3]([O:6][CH2:7][C@@H:8]1[C@@H:13]([O:14][C:15](=[O:17])[CH3:16])[C@H:12]([O:18][C:19](=[O:21])[CH3:20])[C@H:11]([O:22][C:23](=[O:25])[CH3:24])[C@@H:10]([C:26]2[CH:31]=[CH:30][CH:29]=[C:28](Br)[CH:27]=2)[O:9]1)(=[O:5])[CH3:4].[CH3:33][C:34]1[O:38][C:37]([C:39]2[CH:44]=[CH:43][C:42](B(O)O)=[CH:41][CH:40]=2)=[N:36][N:35]=1.C(=O)(O)[O-].[Na+]. The catalyst is O1CCOCC1.C1C=CC([P]([Pd]([P](C2C=CC=CC=2)(C2C=CC=CC=2)C2C=CC=CC=2)([P](C2C=CC=CC=2)(C2C=CC=CC=2)C2C=CC=CC=2)[P](C2C=CC=CC=2)(C2C=CC=CC=2)C2C=CC=CC=2)(C2C=CC=CC=2)C2C=CC=CC=2)=CC=1. The product is [C:15]([O:14][C@H:13]1[C@H:12]([O:18][C:19](=[O:21])[CH3:20])[C@H:11]([O:22][C:23](=[O:25])[CH3:24])[C@@H:10]([C:26]2[CH:27]=[C:28]([C:42]3[CH:41]=[CH:40][C:39]([C:37]4[O:38][C:34]([CH3:33])=[N:35][N:36]=4)=[CH:44][CH:43]=3)[CH:29]=[CH:30][CH:31]=2)[O:9][C@@H:8]1[CH2:7][O:6][C:3](=[O:5])[CH3:4])(=[O:17])[CH3:16]. The yield is 0.560. (3) The reactants are [Cl:1][C:2]1[CH:7]=[CH:6][CH:5]=[CH:4][C:3]=1[C:8]1[C:12]([C:13]([OH:15])=O)=[C:11]([CH3:16])[O:10][N:9]=1.[CH3:17][C:18]1[CH:23]=[C:22]([N+:24]([O-:26])=[O:25])[CH:21]=[CH:20][C:19]=1[N:27]1[CH2:32][CH2:31][NH:30][CH2:29][CH2:28]1.C(Cl)CCl. The catalyst is CN(C1C=CN=CC=1)C.ClCCl. The product is [Cl:1][C:2]1[CH:7]=[CH:6][CH:5]=[CH:4][C:3]=1[C:8]1[C:12]([C:13]([N:30]2[CH2:31][CH2:32][N:27]([C:19]3[CH:20]=[CH:21][C:22]([N+:24]([O-:26])=[O:25])=[CH:23][C:18]=3[CH3:17])[CH2:28][CH2:29]2)=[O:15])=[C:11]([CH3:16])[O:10][N:9]=1. The yield is 0.440. (4) The reactants are [Cl:1][C:2]1[CH:7]=[CH:6][C:5]([C:8](=[CH2:13])[C:9]([O:11][CH3:12])=[O:10])=[CH:4][CH:3]=1.C1COCC1.[C:19]([NH2:23])([CH3:22])([CH3:21])[CH3:20]. The catalyst is C(O)C. The product is [C:19]([NH:23][CH2:13][CH:8]([C:5]1[CH:4]=[CH:3][C:2]([Cl:1])=[CH:7][CH:6]=1)[C:9]([O:11][CH3:12])=[O:10])([CH3:22])([CH3:21])[CH3:20]. The yield is 0.930.